From a dataset of Full USPTO retrosynthesis dataset with 1.9M reactions from patents (1976-2016). Predict the reactants needed to synthesize the given product. (1) Given the product [OH:19][C@H:12]([C:13]1[CH:18]=[CH:17][CH:16]=[CH:15][CH:14]=1)[C@@H:9]1[NH:8][C@H:7]([CH2:6][C:5]2[CH:27]=[CH:28][C:2]([NH:1][C:30]([NH:29][C:32]3[CH:37]=[CH:36][CH:35]=[C:34]([O:38][CH3:39])[CH:33]=3)=[O:31])=[CH:3][CH:4]=2)[CH2:11][CH2:10]1, predict the reactants needed to synthesize it. The reactants are: [NH2:1][C:2]1[CH:28]=[CH:27][C:5]([CH2:6][C@@H:7]2[CH2:11][CH2:10][C@H:9]([C@H:12]([OH:19])[C:13]3[CH:18]=[CH:17][CH:16]=[CH:15][CH:14]=3)[N:8]2C(OC(C)(C)C)=O)=[CH:4][CH:3]=1.[N:29]([C:32]1[CH:37]=[CH:36][CH:35]=[C:34]([O:38][CH3:39])[CH:33]=1)=[C:30]=[O:31].C(O)(C(F)(F)F)=O. (2) The reactants are: [N+:1](/[C:4](=[CH:7]/[C:8]1[CH:13]=[CH:12][CH:11]=[CH:10][CH:9]=1)/[CH2:5][OH:6])([O-:3])=[O:2].C(N([CH2:19][CH3:20])CC)C.[C:21](Cl)(=[O:23])C.[OH2:25]. Given the product [C:19]([O:23][CH2:21][O:6][CH2:5]/[C:4](/[N+:1]([O-:3])=[O:2])=[CH:7]\[C:8]1[CH:13]=[CH:12][CH:11]=[CH:10][CH:9]=1)(=[O:25])[CH3:20], predict the reactants needed to synthesize it. (3) Given the product [F:1][C:2]1[CH:3]=[CH:4][C:5]([O:31][C:32]2[CH:33]=[CH:34][CH:35]=[CH:36][CH:37]=2)=[C:6]([N:8]([CH2:12][C:13]2[CH:18]=[C:17]([O:19][CH3:20])[CH:16]=[CH:15][C:14]=2[O:21][CH2:22][CH2:23][OH:24])[C:9](=[O:11])[CH3:10])[CH:7]=1, predict the reactants needed to synthesize it. The reactants are: [F:1][C:2]1[CH:3]=[CH:4][C:5]([O:31][C:32]2[CH:37]=[CH:36][CH:35]=[CH:34][CH:33]=2)=[C:6]([N:8]([CH2:12][C:13]2[CH:18]=[C:17]([O:19][CH3:20])[CH:16]=[CH:15][C:14]=2[O:21][CH2:22][CH2:23][O:24]C2CCCCO2)[C:9](=[O:11])[CH3:10])[CH:7]=1. (4) Given the product [Cl:1][C:2]1[CH:3]=[CH:4][C:5]([OH:25])=[C:6]([C:8]2[CH2:13][CH2:12][CH2:11][CH2:10][C:9]=2[C:39]2[C:40]([C:45]([O:47][CH2:48][CH3:49])=[O:46])=[N:41][CH:42]=[CH:43][CH:44]=2)[CH:7]=1, predict the reactants needed to synthesize it. The reactants are: [Cl:1][C:2]1[CH:3]=[CH:4][C:5]([OH:25])=[C:6]([C:8]2[CH2:13][CH2:12][CH2:11][CH2:10][C:9]=2C2N=C(C(OCC)=O)C=CC=2)[CH:7]=1.ClC1C(OC)=C(C2CCCCC=2[C:39]2[C:40]([C:45]([O:47][CH2:48][CH3:49])=[O:46])=[N:41][CH:42]=[CH:43][CH:44]=2)C=CC=1.